This data is from Full USPTO retrosynthesis dataset with 1.9M reactions from patents (1976-2016). The task is: Predict the reactants needed to synthesize the given product. (1) The reactants are: C[O:2][C:3]([C:5]1[N:13]=[C:12]([C:14]2[CH:19]=[CH:18][C:17]([Cl:20])=[C:16]([O:21][CH3:22])[C:15]=2[F:23])[N:11]=[C:10]2[C:6]=1[N:7](C)[CH:8]=[N:9]2)=[O:4].Cl.C(OCC)(=O)C. Given the product [NH2:9][C:10]1[N:11]=[C:12]([C:14]2[CH:19]=[CH:18][C:17]([Cl:20])=[C:16]([O:21][CH3:22])[C:15]=2[F:23])[N:13]=[C:5]([C:3]([OH:4])=[O:2])[C:6]=1[NH:7][CH3:8], predict the reactants needed to synthesize it. (2) Given the product [ClH:22].[Br:21][C:16]1[CH:17]=[CH:18][CH:19]=[CH:20][C:15]=1[S:14][CH:11]1[CH2:12][CH2:13][NH:8][CH2:9][CH2:10]1, predict the reactants needed to synthesize it. The reactants are: C(OC([N:8]1[CH2:13][CH2:12][CH:11]([S:14][C:15]2[CH:20]=[CH:19][CH:18]=[CH:17][C:16]=2[Br:21])[CH2:10][CH2:9]1)=O)(C)(C)C.[ClH:22]. (3) Given the product [Cl:1][C:2]1[CH:3]=[C:4]([C:10]2[C:11]([CH3:27])=[N:12][N:13]([CH2:16][C:17]3[N:22]=[CH:21][C:20]([C:23]([OH:25])=[O:24])=[CH:19][CH:18]=3)[C:14]=2[CH3:15])[CH:5]=[CH:6][C:7]=1[C:8]#[N:9], predict the reactants needed to synthesize it. The reactants are: [Cl:1][C:2]1[CH:3]=[C:4]([C:10]2[C:11]([CH3:27])=[N:12][N:13]([CH2:16][C:17]3[N:22]=[CH:21][C:20]([C:23]([O:25]C)=[O:24])=[CH:19][CH:18]=3)[C:14]=2[CH3:15])[CH:5]=[CH:6][C:7]=1[C:8]#[N:9].[OH-].[Na+]. (4) Given the product [Br:27][C:28]1[CH:29]=[N:30][C:31]([N:23]2[CH2:24][CH2:25][CH:20]([O:19][C:16]3[CH:17]=[CH:18][N:13]([C:4]4[CH:5]=[CH:6][C:7]([S:9]([CH3:12])(=[O:11])=[O:10])=[CH:8][C:3]=4[F:2])[C:14](=[O:26])[CH:15]=3)[CH2:21][CH2:22]2)=[N:32][CH:33]=1, predict the reactants needed to synthesize it. The reactants are: Cl.[F:2][C:3]1[CH:8]=[C:7]([S:9]([CH3:12])(=[O:11])=[O:10])[CH:6]=[CH:5][C:4]=1[N:13]1[CH:18]=[CH:17][C:16]([O:19][CH:20]2[CH2:25][CH2:24][NH:23][CH2:22][CH2:21]2)=[CH:15][C:14]1=[O:26].[Br:27][C:28]1[CH:29]=[N:30][C:31](Cl)=[N:32][CH:33]=1.C(=O)([O-])[O-].[Cs+].[Cs+].